The task is: Predict the product of the given reaction.. This data is from Forward reaction prediction with 1.9M reactions from USPTO patents (1976-2016). (1) The product is: [CH3:10][C:11]1[C:15]([CH2:16][O:17][C:18]2[CH:19]=[CH:20][C:21]([S:24]([NH:9][C:6]3[N:7]=[N:8][C:3]([O:2][CH3:1])=[CH:4][CH:5]=3)(=[O:26])=[O:25])=[CH:22][CH:23]=2)=[C:14]([CH3:28])[O:13][N:12]=1. Given the reactants [CH3:1][O:2][C:3]1[N:8]=[N:7][C:6]([NH2:9])=[CH:5][CH:4]=1.[CH3:10][C:11]1[C:15]([CH2:16][O:17][C:18]2[CH:23]=[CH:22][C:21]([S:24](Cl)(=[O:26])=[O:25])=[CH:20][CH:19]=2)=[C:14]([CH3:28])[O:13][N:12]=1, predict the reaction product. (2) Given the reactants Br[C:2]1[N:6]([S:7]([C:10]2[CH:15]=[CH:14][C:13]([CH3:16])=[CH:12][CH:11]=2)(=[O:9])=[O:8])[CH:5]=[C:4]([C:17]([O:19][CH2:20][CH3:21])=[O:18])[C:3]=1[CH3:22].[C:23]1(B(O)O)[CH:28]=[CH:27][CH:26]=[CH:25][CH:24]=1.C(=O)([O-])[O-].[Na+].[Na+], predict the reaction product. The product is: [CH3:22][C:3]1[C:4]([C:17]([O:19][CH2:20][CH3:21])=[O:18])=[CH:5][N:6]([S:7]([C:10]2[CH:15]=[CH:14][C:13]([CH3:16])=[CH:12][CH:11]=2)(=[O:9])=[O:8])[C:2]=1[C:23]1[CH:28]=[CH:27][CH:26]=[CH:25][CH:24]=1. (3) Given the reactants [Cl:1][C:2]1[C:7]([N:8]2[CH2:13][CH2:12][N:11]([CH2:14][CH2:15][N:16]([CH3:26])[S:17]([C:20]3[CH:21]=[N:22][N:23]([CH3:25])[CH:24]=3)(=[O:19])=[O:18])[CH2:10][CH2:9]2)=[CH:6][CH:5]=[CH:4][N:3]=1.C(=O)([O-])[O-].[K+].[K+].[CH3:33][O:34][CH2:35][CH2:36]OC.O, predict the reaction product. The product is: [ClH:1].[CH3:33][O:34][CH2:35][C:36]1[CH:2]=[CH:7][C:6]([C:2]2[C:7]([N:8]3[CH2:13][CH2:12][N:11]([CH2:14][CH2:15][N:16]([CH3:26])[S:17]([C:20]4[CH:21]=[N:22][N:23]([CH3:25])[CH:24]=4)(=[O:19])=[O:18])[CH2:10][CH2:9]3)=[CH:6][CH:5]=[CH:4][N:3]=2)=[CH:5][CH:4]=1. (4) Given the reactants [Cl:1][CH2:2][CH2:3][CH2:4][N:5]1[CH2:10][C:9]2[CH:11]=[CH:12][CH:13]=[CH:14][C:8]=2[N:7]([C:15]2[CH:20]=[CH:19][C:18]([CH3:21])=[CH:17][CH:16]=2)[S:6]1(=[O:23])=[O:22].[CH3:24][NH2:25].Cl, predict the reaction product. The product is: [ClH:1].[CH3:24][NH:25][CH2:2][CH2:3][CH2:4][N:5]1[CH2:10][C:9]2[CH:11]=[CH:12][CH:13]=[CH:14][C:8]=2[N:7]([C:15]2[CH:20]=[CH:19][C:18]([CH3:21])=[CH:17][CH:16]=2)[S:6]1(=[O:23])=[O:22]. (5) Given the reactants II.[Br:3][C:4]1[CH:5]=[C:6]([C:11]([C:13]2[CH:18]=[CH:17][C:16]([O:19][S:20]([CH3:23])(=[O:22])=[O:21])=[C:15]([CH3:24])[CH:14]=2)=[CH2:12])[CH:7]=[CH:8][C:9]=1[F:10].[NH3:25].C([O:29][CH2:30]C)(=O)C.C(#[N:34])C, predict the reaction product. The product is: [NH2:25][C:30]1[O:29][CH2:12][C:11]([C:13]2[CH:18]=[CH:17][C:16]([O:19][S:20]([CH3:23])(=[O:22])=[O:21])=[C:15]([CH3:24])[CH:14]=2)([C:6]2[CH:7]=[CH:8][C:9]([F:10])=[C:4]([Br:3])[CH:5]=2)[N:34]=1. (6) Given the reactants [CH2:1]([O:3][C:4]1[CH:5]=[C:6]2[C:11](=[C:12]3[CH2:16][C:15]([CH3:18])([CH3:17])[O:14][C:13]=13)[C:10]([C:19]1[CH:20]=[C:21]([N:25]3[C:29](=[O:30])[CH2:28][NH:27][C:26]3=[O:31])[CH:22]=[CH:23][CH:24]=1)=[N:9][C:8]([CH3:33])([CH3:32])[CH2:7]2)[CH3:2].[H-].[Na+].IC.O.[C:39](=O)([O-])O.[Na+], predict the reaction product. The product is: [CH2:1]([O:3][C:4]1[CH:5]=[C:6]2[C:11](=[C:12]3[CH2:16][C:15]([CH3:18])([CH3:17])[O:14][C:13]=13)[C:10]([C:19]1[CH:20]=[C:21]([N:25]3[C:29](=[O:30])[CH2:28][N:27]([CH3:39])[C:26]3=[O:31])[CH:22]=[CH:23][CH:24]=1)=[N:9][C:8]([CH3:32])([CH3:33])[CH2:7]2)[CH3:2].